From a dataset of NCI-60 drug combinations with 297,098 pairs across 59 cell lines. Regression. Given two drug SMILES strings and cell line genomic features, predict the synergy score measuring deviation from expected non-interaction effect. (1) Cell line: HCT-15. Drug 1: C1CCC(C1)C(CC#N)N2C=C(C=N2)C3=C4C=CNC4=NC=N3. Synergy scores: CSS=7.53, Synergy_ZIP=7.68, Synergy_Bliss=3.78, Synergy_Loewe=-8.61, Synergy_HSA=2.34. Drug 2: CCN(CC)CCCC(C)NC1=C2C=C(C=CC2=NC3=C1C=CC(=C3)Cl)OC. (2) Drug 1: CC12CCC3C(C1CCC2=O)CC(=C)C4=CC(=O)C=CC34C. Drug 2: C1=CC=C(C=C1)NC(=O)CCCCCCC(=O)NO. Cell line: LOX IMVI. Synergy scores: CSS=34.8, Synergy_ZIP=-3.67, Synergy_Bliss=-8.01, Synergy_Loewe=-11.2, Synergy_HSA=-5.87. (3) Drug 1: CN1CCC(CC1)COC2=C(C=C3C(=C2)N=CN=C3NC4=C(C=C(C=C4)Br)F)OC. Drug 2: CC(C)CN1C=NC2=C1C3=CC=CC=C3N=C2N. Cell line: SK-OV-3. Synergy scores: CSS=8.74, Synergy_ZIP=-6.55, Synergy_Bliss=-3.42, Synergy_Loewe=-14.9, Synergy_HSA=-5.09. (4) Drug 1: CC12CCC(CC1=CCC3C2CCC4(C3CC=C4C5=CN=CC=C5)C)O. Drug 2: CCC1=CC2CC(C3=C(CN(C2)C1)C4=CC=CC=C4N3)(C5=C(C=C6C(=C5)C78CCN9C7C(C=CC9)(C(C(C8N6C)(C(=O)OC)O)OC(=O)C)CC)OC)C(=O)OC.C(C(C(=O)O)O)(C(=O)O)O. Cell line: NCI-H522. Synergy scores: CSS=71.4, Synergy_ZIP=24.7, Synergy_Bliss=23.6, Synergy_Loewe=-6.09, Synergy_HSA=24.2. (5) Drug 1: C1=NC(=NC(=O)N1C2C(C(C(O2)CO)O)O)N. Drug 2: CC1=C(C(=O)C2=C(C1=O)N3CC4C(C3(C2COC(=O)N)OC)N4)N. Cell line: ACHN. Synergy scores: CSS=62.9, Synergy_ZIP=1.94, Synergy_Bliss=2.87, Synergy_Loewe=-10.4, Synergy_HSA=5.46. (6) Drug 1: CC1=C(N=C(N=C1N)C(CC(=O)N)NCC(C(=O)N)N)C(=O)NC(C(C2=CN=CN2)OC3C(C(C(C(O3)CO)O)O)OC4C(C(C(C(O4)CO)O)OC(=O)N)O)C(=O)NC(C)C(C(C)C(=O)NC(C(C)O)C(=O)NCCC5=NC(=CS5)C6=NC(=CS6)C(=O)NCCC[S+](C)C)O. Drug 2: CCC1(CC2CC(C3=C(CCN(C2)C1)C4=CC=CC=C4N3)(C5=C(C=C6C(=C5)C78CCN9C7C(C=CC9)(C(C(C8N6C)(C(=O)OC)O)OC(=O)C)CC)OC)C(=O)OC)O.OS(=O)(=O)O. Cell line: NCI-H522. Synergy scores: CSS=21.0, Synergy_ZIP=0.413, Synergy_Bliss=0.707, Synergy_Loewe=0.225, Synergy_HSA=1.66.